From a dataset of Full USPTO retrosynthesis dataset with 1.9M reactions from patents (1976-2016). Predict the reactants needed to synthesize the given product. Given the product [NH2:1][C:2]1[C:9]([I:10])=[CH:8][C:5]([C:6]#[N:7])=[C:4]([N:12]2[CH2:17][CH2:16][O:15][CH2:14][CH2:13]2)[CH:3]=1, predict the reactants needed to synthesize it. The reactants are: [NH2:1][C:2]1[C:9]([I:10])=[CH:8][C:5]([C:6]#[N:7])=[C:4](Cl)[CH:3]=1.[NH:12]1[CH2:17][CH2:16][O:15][CH2:14][CH2:13]1.C(=O)([O-])[O-].[K+].[K+].